From a dataset of Forward reaction prediction with 1.9M reactions from USPTO patents (1976-2016). Predict the product of the given reaction. (1) Given the reactants C[O:2][C:3]([C:5]1([C:9]2[CH:14]=[CH:13][C:12]([NH:15][C:16]3[N:21]=[C:20]([C:22]4[CH:23]=[N:24][N:25]([CH3:27])[CH:26]=4)[CH:19]=[C:18]([N:28]4[CH2:33][CH2:32][O:31][CH2:30][CH2:29]4)[N:17]=3)=[CH:11][CH:10]=2)[CH2:8][CH2:7][CH2:6]1)=[O:4].[OH-].[Na+].O, predict the reaction product. The product is: [CH3:27][N:25]1[CH:26]=[C:22]([C:20]2[CH:19]=[C:18]([N:28]3[CH2:33][CH2:32][O:31][CH2:30][CH2:29]3)[N:17]=[C:16]([NH:15][C:12]3[CH:13]=[CH:14][C:9]([C:5]4([C:3]([OH:4])=[O:2])[CH2:8][CH2:7][CH2:6]4)=[CH:10][CH:11]=3)[N:21]=2)[CH:23]=[N:24]1. (2) Given the reactants C([O:4][C@@:5]1([CH2:42][N:43]=[N+:44]=[N-:45])[C@@H:10]([O:11]C(=O)C)[C@H:9]([O:15]C(=O)C)[C@@H:8]([CH2:19][O:20]C(=O)C)[O:7][C@@H:6]1[O:24][C:25]1[CH:30]=[CH:29][C:28]([C:31]2[CH:36]=[CH:35][CH:34]=[C:33]([C:37](=[O:40])[NH:38][CH3:39])[CH:32]=2)=[CH:27][C:26]=1[CH3:41])(=O)C.[O:46]=[C:47]1O[C@H]([C@H](CO)O)[C:50]([O-])=[C:48]1O.[Na+].C(O)C#C, predict the reaction product. The product is: [CH3:39][NH:38][C:37](=[O:40])[C:33]1[CH:34]=[CH:35][CH:36]=[C:31]([C:28]2[CH:29]=[CH:30][C:25]([O:24][C@@H:6]3[C@:5]([OH:4])([CH2:42][N:43]4[CH:50]=[C:48]([CH2:47][OH:46])[N:45]=[N:44]4)[C@@H:10]([OH:11])[C@H:9]([OH:15])[C@@H:8]([CH2:19][OH:20])[O:7]3)=[C:26]([CH3:41])[CH:27]=2)[CH:32]=1. (3) Given the reactants N[C@:2]1([NH:21][CH2:22][CH2:23][CH2:24][C:25]2[CH:30]=[CH:29][C:28](Cl)=[CH:27][CH:26]=2)[NH:6][C:5](C(F)(F)F)=[C:4]([C:11]2[CH:12]=[C:13]3[C:18](=[CH:19][CH:20]=2)[CH:17]=[N:16]C=C3)[S:3]1.BrC1SC(N)=NC=1[C:39]([F:42])([F:41])[F:40].FC(F)(F)[C:45]1[N:46]=C(N)SC=1.Br[N:54]1C(=O)CCC1=O, predict the reaction product. The product is: [NH2:54][C@@H:23]([CH2:24][C:25]1[CH:26]=[CH:27][C:28]([C:39]([F:42])([F:41])[F:40])=[CH:29][CH:30]=1)[CH2:22][NH:21][C:2]1[S:3][C:4]([C:11]2[CH:12]=[C:13]3[C:18]([CH:17]=[N:16][N:46]3[CH3:45])=[CH:19][CH:20]=2)=[CH:5][N:6]=1.